Dataset: Peptide-MHC class I binding affinity with 185,985 pairs from IEDB/IMGT. Task: Regression. Given a peptide amino acid sequence and an MHC pseudo amino acid sequence, predict their binding affinity value. This is MHC class I binding data. (1) The peptide sequence is ESDGKPQKV. The MHC is HLA-A24:02 with pseudo-sequence HLA-A24:02. The binding affinity (normalized) is 0. (2) The peptide sequence is YRRKLTNPA. The MHC is HLA-B46:01 with pseudo-sequence HLA-B46:01. The binding affinity (normalized) is 0.0847. (3) The peptide sequence is GIKTKHLCRLI. The MHC is Mamu-A02 with pseudo-sequence Mamu-A02. The binding affinity (normalized) is 0.0771. (4) The peptide sequence is FPGLYGASI. The MHC is HLA-B35:01 with pseudo-sequence HLA-B35:01. The binding affinity (normalized) is 0.424. (5) The peptide sequence is KTKPPLPSVKK. The MHC is HLA-B08:01 with pseudo-sequence HLA-B08:01. The binding affinity (normalized) is 0. (6) The peptide sequence is YNAKRIETV. The MHC is HLA-A29:02 with pseudo-sequence HLA-A29:02. The binding affinity (normalized) is 0.0847. (7) The binding affinity (normalized) is 0.0847. The MHC is HLA-A31:01 with pseudo-sequence HLA-A31:01. The peptide sequence is IPRACQKSL. (8) The peptide sequence is KKQKVHALF. The MHC is HLA-A02:01 with pseudo-sequence HLA-A02:01. The binding affinity (normalized) is 0.